From a dataset of NCI-60 drug combinations with 297,098 pairs across 59 cell lines. Regression. Given two drug SMILES strings and cell line genomic features, predict the synergy score measuring deviation from expected non-interaction effect. (1) Drug 1: CCC1(CC2CC(C3=C(CCN(C2)C1)C4=CC=CC=C4N3)(C5=C(C=C6C(=C5)C78CCN9C7C(C=CC9)(C(C(C8N6C=O)(C(=O)OC)O)OC(=O)C)CC)OC)C(=O)OC)O.OS(=O)(=O)O. Drug 2: C(CN)CNCCSP(=O)(O)O. Cell line: RXF 393. Synergy scores: CSS=-1.38, Synergy_ZIP=1.19, Synergy_Bliss=1.23, Synergy_Loewe=-4.13, Synergy_HSA=-1.82. (2) Drug 1: C1CCC(C1)C(CC#N)N2C=C(C=N2)C3=C4C=CNC4=NC=N3. Drug 2: CC1=C2C(C(=O)C3(C(CC4C(C3C(C(C2(C)C)(CC1OC(=O)C(C(C5=CC=CC=C5)NC(=O)OC(C)(C)C)O)O)OC(=O)C6=CC=CC=C6)(CO4)OC(=O)C)OC)C)OC. Cell line: HOP-92. Synergy scores: CSS=31.4, Synergy_ZIP=2.66, Synergy_Bliss=4.70, Synergy_Loewe=-10.3, Synergy_HSA=6.74. (3) Drug 2: CCC1(C2=C(COC1=O)C(=O)N3CC4=CC5=C(C=CC(=C5CN(C)C)O)N=C4C3=C2)O.Cl. Cell line: SR. Synergy scores: CSS=4.10, Synergy_ZIP=-34.9, Synergy_Bliss=-66.1, Synergy_Loewe=-97.8, Synergy_HSA=-68.2. Drug 1: CC(C)NC(=O)C1=CC=C(C=C1)CNNC.Cl. (4) Drug 1: C1CCC(CC1)NC(=O)N(CCCl)N=O. Drug 2: CC1=C(C=C(C=C1)C(=O)NC2=CC(=CC(=C2)C(F)(F)F)N3C=C(N=C3)C)NC4=NC=CC(=N4)C5=CN=CC=C5. Cell line: NCI-H226. Synergy scores: CSS=18.3, Synergy_ZIP=-1.55, Synergy_Bliss=9.94, Synergy_Loewe=7.27, Synergy_HSA=8.05. (5) Drug 1: CC1=C(C=C(C=C1)NC2=NC=CC(=N2)N(C)C3=CC4=NN(C(=C4C=C3)C)C)S(=O)(=O)N.Cl. Drug 2: C1C(C(OC1N2C=C(C(=O)NC2=O)F)CO)O. Cell line: SF-539. Synergy scores: CSS=42.8, Synergy_ZIP=-3.70, Synergy_Bliss=-6.08, Synergy_Loewe=-28.3, Synergy_HSA=-0.729. (6) Drug 1: C1=CC(=CC=C1CCCC(=O)O)N(CCCl)CCCl. Drug 2: C1=CC(=CC=C1C#N)C(C2=CC=C(C=C2)C#N)N3C=NC=N3. Cell line: SNB-75. Synergy scores: CSS=0.956, Synergy_ZIP=-8.20, Synergy_Bliss=-7.33, Synergy_Loewe=-7.29, Synergy_HSA=-6.97. (7) Drug 1: C1=CC=C(C=C1)NC(=O)CCCCCCC(=O)NO. Drug 2: N.N.Cl[Pt+2]Cl. Cell line: K-562. Synergy scores: CSS=68.7, Synergy_ZIP=0.115, Synergy_Bliss=-0.883, Synergy_Loewe=4.17, Synergy_HSA=5.17. (8) Drug 1: C1=CC(=CC=C1CCCC(=O)O)N(CCCl)CCCl. Drug 2: C1C(C(OC1N2C=NC3=C(N=C(N=C32)Cl)N)CO)O. Cell line: SR. Synergy scores: CSS=34.8, Synergy_ZIP=-6.51, Synergy_Bliss=-11.2, Synergy_Loewe=-9.46, Synergy_HSA=-8.07. (9) Drug 1: C1=C(C(=O)NC(=O)N1)F. Drug 2: B(C(CC(C)C)NC(=O)C(CC1=CC=CC=C1)NC(=O)C2=NC=CN=C2)(O)O. Cell line: U251. Synergy scores: CSS=38.5, Synergy_ZIP=0.636, Synergy_Bliss=-2.20, Synergy_Loewe=2.83, Synergy_HSA=1.54.